From a dataset of Catalyst prediction with 721,799 reactions and 888 catalyst types from USPTO. Predict which catalyst facilitates the given reaction. (1) Reactant: Br[C:2]1[CH:8]=[CH:7][C:5]([NH2:6])=[CH:4][CH:3]=1.[CH:9]1([CH:12]=[O:13])[CH2:11][CH2:10]1.[CH:14](/[NH:17][C:18](=[O:27])[O:19][CH2:20][C:21]1[CH:26]=[CH:25][CH:24]=[CH:23][CH:22]=1)=[CH:15]\[CH3:16].P([O-])([O:37][C:38]1[CH:43]=[CH:42][CH:41]=[CH:40]C=1)([O:37][C:38]1C=[CH:40][CH:41]=[CH:42][CH:43]=1)=O. Product: [CH:7]1([C@H:5]2[C@H:4]([CH3:3])[C@@H:14]([NH:17][C:18](=[O:27])[O:19][CH2:20][C:21]3[CH:22]=[CH:23][CH:24]=[CH:25][CH:26]=3)[C:15]3[C:11](=[CH:10][CH:9]=[C:12]([O:13][CH:42]4[CH2:43][CH2:38][O:37][CH2:40][CH2:41]4)[CH:16]=3)[NH:6]2)[CH2:8][CH2:2]1. The catalyst class is: 2. (2) Reactant: [N:1]1[C:9]2[C:4](=[N:5][CH:6]=[CH:7][CH:8]=2)[N:3]([CH2:10][C:11]2[CH:21]=[CH:20][C:14]3[N:15]=[C:16](SC)[O:17][C:13]=3[CH:12]=2)[CH:2]=1.[CH2:22]1[C:30]2[C:25](=[CH:26][CH:27]=[CH:28][CH:29]=2)[C@@H:24]([NH2:31])[C@@H:23]1[OH:32].CCN(C(C)C)C(C)C. Product: [N:1]1[C:9]2[C:4](=[N:5][CH:6]=[CH:7][CH:8]=2)[N:3]([CH2:10][C:11]2[CH:21]=[CH:20][C:14]3[N:15]=[C:16]([NH:31][C@@H:24]4[C:25]5[C:30](=[CH:29][CH:28]=[CH:27][CH:26]=5)[CH2:22][C@H:23]4[OH:32])[O:17][C:13]=3[CH:12]=2)[CH:2]=1. The catalyst class is: 44. (3) Reactant: [CH3:1][S:2][C:3]1[S:4][C:5]2[CH:11]=[C:10]([C:12]#[N:13])[CH:9]=[CH:8][C:6]=2[N:7]=1.[H-].[Al+3].[Li+].[H-].[H-].[H-].O.[OH-].[Na+]. Product: [CH3:1][S:2][C:3]1[S:4][C:5]2[CH:11]=[C:10]([CH2:12][NH2:13])[CH:9]=[CH:8][C:6]=2[N:7]=1. The catalyst class is: 1. (4) Reactant: O.O.O.O.O.O.[F:7][B-:8]([F:11])([F:10])[F:9].[F:12][B-:13]([F:16])([F:15])[F:14].[Fe+2:17]. Product: [F:7][B-:8]([F:11])([F:10])[F:9].[F:12][B-:13]([F:16])([F:15])[F:14].[Fe+2:17]. The catalyst class is: 4. (5) Reactant: [O-]Cl.[Na+].C1(CCCC2C=C[N+]([O-:19])=CC=2)C=CC=CC=1.[CH2:20]1[C:28]2[C:23](=[CH:24][C:25]([O:29][CH3:30])=[CH:26][CH:27]=2)[CH:22]=[CH:21]1. Product: [CH3:30][O:29][C:25]1[CH:26]=[CH:27][C:28]2[CH2:20][C@@H:21]3[O:19][C@@H:22]3[C:23]=2[CH:24]=1. The catalyst class is: 34. (6) Reactant: [OH:1][C:2]1[CH:3]=[CH:4][C:5]2[O:9][C@@H:8]3[C@@H:10]([C:11]([O:13][CH2:14][CH3:15])=[O:12])[C@@H:7]3[C:6]=2[CH:16]=1.F[C:18]1[CH:27]=[CH:26][N:25]=[C:24]2[C:19]=1[CH2:20][CH2:21][C:22](=[O:28])[NH:23]2.CC(C)([O-])C.[K+]. Product: [O:28]=[C:22]1[NH:23][C:24]2[N:25]=[CH:26][CH:27]=[C:18]([O:1][C:2]3[CH:3]=[CH:4][C:5]4[O:9][C@@H:8]5[C@@H:10]([C:11]([O:13][CH2:14][CH3:15])=[O:12])[C@@H:7]5[C:6]=4[CH:16]=3)[C:19]=2[CH2:20][CH2:21]1. The catalyst class is: 3. (7) Reactant: [C:1]([O:5][C:6]([N:8]1[CH2:13][CH2:12][CH:11]([NH:14][C:15]([C:17]2[C:18](Cl)=[N:19][CH:20]=[C:21]([F:23])[CH:22]=2)=[O:16])[CH2:10][CH2:9]1)=[O:7])([CH3:4])([CH3:3])[CH3:2].[F:25][C:26]1[CH:31]=[CH:30][C:29]([OH:32])=[CH:28][CH:27]=1.C(=O)([O-])[O-].[Cs+].[Cs+]. Product: [C:1]([O:5][C:6]([N:8]1[CH2:13][CH2:12][CH:11]([NH:14][C:15]([C:17]2[C:18]([O:32][C:29]3[CH:30]=[CH:31][C:26]([F:25])=[CH:27][CH:28]=3)=[N:19][CH:20]=[C:21]([F:23])[CH:22]=2)=[O:16])[CH2:10][CH2:9]1)=[O:7])([CH3:4])([CH3:3])[CH3:2]. The catalyst class is: 9. (8) Reactant: [OH-].[K+].[CH3:3][N:4]1[C:10]2[CH:11]=[CH:12][CH:13]=[CH:14][C:9]=2[C:8](/[CH:15]=[CH:16]/[C:17]2[CH:26]=[CH:25][C:20]([C:21]([O:23]C)=[O:22])=[CH:19][CH:18]=2)=[N:7][CH2:6][CH2:5]1. Product: [C:21]([OH:23])(=[O:22])[CH3:20].[CH3:3][N:4]1[C:10]2[CH:11]=[CH:12][CH:13]=[CH:14][C:9]=2[C:8](/[CH:15]=[CH:16]/[C:17]2[CH:18]=[CH:19][C:20]([C:21]([OH:23])=[O:22])=[CH:25][CH:26]=2)=[N:7][CH2:6][CH2:5]1. The catalyst class is: 5.